Regression/Classification. Given a drug SMILES string, predict its absorption, distribution, metabolism, or excretion properties. Task type varies by dataset: regression for continuous measurements (e.g., permeability, clearance, half-life) or binary classification for categorical outcomes (e.g., BBB penetration, CYP inhibition). Dataset: hlm. From a dataset of Human liver microsome stability data. The compound is CCOc1cccc2c1S(=O)(=O)NC2=C1C(=O)[C@H](C(C)C)N(Cc2ccccc2)C1=O. The result is 0 (unstable in human liver microsomes).